This data is from Reaction yield outcomes from USPTO patents with 853,638 reactions. The task is: Predict the reaction yield, written as a fraction of the theoretical maximum amount of product (1.0 means a 100% yield; for example, 0.34 means a 34% yield). The reactants are [F:1][C:2]1[CH:3]=[C:4]([CH:29]=[CH:30][C:31]=1[F:32])[C:5]([N:7]=[C:8]([NH:23][C@@H:24]([CH3:28])[CH2:25][O:26][CH3:27])[NH:9][C:10]1[C:18]2[C:13](=[CH:14][C:15]([C:19]([F:22])([F:21])[F:20])=[CH:16][CH:17]=2)[NH:12][N:11]=1)=[O:6].CC(C)([O-])C.[K+].[CH3:39][S:40][CH2:41]Cl. The catalyst is CN(C=O)C. The product is [F:1][C:2]1[CH:3]=[C:4]([CH:29]=[CH:30][C:31]=1[F:32])[C:5]([N:7]=[C:8]([NH:23][C@@H:24]([CH3:28])[CH2:25][O:26][CH3:27])[NH:9][C:10]1[C:18]2[C:13](=[CH:14][C:15]([C:19]([F:20])([F:21])[F:22])=[CH:16][CH:17]=2)[N:12]([CH2:39][S:40][CH3:41])[N:11]=1)=[O:6]. The yield is 0.850.